This data is from Full USPTO retrosynthesis dataset with 1.9M reactions from patents (1976-2016). The task is: Predict the reactants needed to synthesize the given product. (1) Given the product [OH:40][C:39]1[CH:34]=[C:35]([CH3:41])[CH:36]=[CH:37][C:38]=1[C:2]1[N:7]=[C:6]([C:8]2[CH:13]=[CH:12][C:11]([O:14][C:15]3[CH:20]=[CH:19][CH:18]=[CH:17][CH:16]=3)=[CH:10][CH:9]=2)[N:5]=[C:4]([C:21]2[CH:26]=[CH:25][C:24]([O:27][C:28]3[CH:33]=[CH:32][CH:31]=[CH:30][CH:29]=3)=[CH:23][CH:22]=2)[N:3]=1, predict the reactants needed to synthesize it. The reactants are: Cl[C:2]1[N:7]=[C:6]([C:8]2[CH:13]=[CH:12][C:11]([O:14][C:15]3[CH:20]=[CH:19][CH:18]=[CH:17][CH:16]=3)=[CH:10][CH:9]=2)[N:5]=[C:4]([C:21]2[CH:26]=[CH:25][C:24]([O:27][C:28]3[CH:33]=[CH:32][CH:31]=[CH:30][CH:29]=3)=[CH:23][CH:22]=2)[N:3]=1.[CH:34]1[C:39]([OH:40])=[CH:38][CH:37]=[CH:36][C:35]=1[CH3:41].[Al+3].[Cl-].[Cl-].[Cl-].N1C=CC=NN=1. (2) Given the product [Br:19][C:15]1[CH:16]=[CH:17][C:12]([C:10]([OH:11])=[O:9])=[N:13][C:14]=1[O:7][CH2:6][CH:3]1[CH2:5][CH2:4]1, predict the reactants needed to synthesize it. The reactants are: [H-].[Na+].[CH:3]1([CH2:6][OH:7])[CH2:5][CH2:4]1.C[O:9][C:10]([C:12]1[C:17](C)=[CH:16][C:15]([Br:19])=[C:14](Cl)[N:13]=1)=[O:11]. (3) Given the product [Cl:23][C:24]1[CH:29]=[C:28]([Cl:30])[CH:27]=[CH:26][C:25]=1[CH2:31][CH2:32][NH:33][C:17]([C:14]([CH3:15])([O:13][C:10]1[CH:9]=[CH:8][C:7]([CH2:6][C@H:5]([O:20][CH2:21][CH3:34])[C:4]([OH:3])=[O:22])=[CH:12][CH:11]=1)[CH3:16])=[O:19], predict the reactants needed to synthesize it. The reactants are: C([O:3][C:4](=[O:22])[C@@H:5]([O:20][CH3:21])[CH2:6][C:7]1[CH:12]=[CH:11][C:10]([O:13][C:14]([C:17]([OH:19])=O)([CH3:16])[CH3:15])=[CH:9][CH:8]=1)C.[Cl:23][C:24]1[CH:29]=[C:28]([Cl:30])[CH:27]=[CH:26][C:25]=1[CH2:31][CH2:32][NH2:33].[CH2:34](O[C@@H](CC1C=CC(O[C@@H](C(=O)NCCC2C=CC(OC3C=CC=CC=3)=CC=2)C)=CC=1)C(O)=O)C. (4) Given the product [Cl:15][C:11]1[CH:10]=[C:9]([C@@H:7]2[C@@H:6]([C:16]3[CH:21]=[CH:20][C:19]([Cl:22])=[CH:18][CH:17]=3)[NH:5][C:3](=[O:4])[CH2:2][O:8]2)[CH:14]=[CH:13][CH:12]=1, predict the reactants needed to synthesize it. The reactants are: Cl[CH2:2][C:3]([NH:5][C@H:6]([C:16]1[CH:21]=[CH:20][C:19]([Cl:22])=[CH:18][CH:17]=1)[C@@H:7]([C:9]1[CH:14]=[CH:13][CH:12]=[C:11]([Cl:15])[CH:10]=1)[OH:8])=[O:4].[H-].[Na+].[Cl-].[NH4+].C(OCC)(=O)C. (5) Given the product [CH3:14][O:15][C:16]1[CH:23]=[CH:22][C:19]([CH2:20][N:1]2[CH2:5][C:4](=[O:6])[NH:3][C:2]2=[O:7])=[CH:18][CH:17]=1, predict the reactants needed to synthesize it. The reactants are: [NH:1]1[CH2:5][C:4](=[O:6])[NH:3][C:2]1=[O:7].C([O-])([O-])=O.[Cs+].[Cs+].[CH3:14][O:15][C:16]1[CH:23]=[CH:22][C:19]([CH2:20]Cl)=[CH:18][CH:17]=1.